Task: Predict the reaction yield, written as a fraction of the theoretical maximum amount of product (1.0 means a 100% yield; for example, 0.34 means a 34% yield).. Dataset: Reaction yield outcomes from USPTO patents with 853,638 reactions (1) The reactants are CC(OC(/N=N/C(OC(C)C)=O)=O)C.[OH:15][C:16]1[CH:17]=[C:18]([C:26]([O:28][CH3:29])=[O:27])[CH:19]=[C:20]([CH:25]=1)[C:21]([O:23][CH3:24])=[O:22].[CH2:30](O)[CH2:31][O:32][CH2:33][CH2:34]O.C1(P(C2C=CC=CC=2)C2C=CC=CC=2)C=CC=CC=1. The catalyst is C1COCC1. The product is [CH3:30][CH2:31][O:32][CH2:33][CH2:34][O:15][C:16]1[CH:25]=[C:20]([C:21]([O:23][CH3:24])=[O:22])[CH:19]=[C:18]([CH:17]=1)[C:26]([O:28][CH3:29])=[O:27]. The yield is 0.370. (2) The reactants are Cl[CH2:2][CH2:3][CH2:4][C:5](Cl)=[O:6].[NH2:8][C:9]1[C:29]([Br:30])=[CH:28][C:12]2[C:13]([C:23]([O:25][CH2:26][CH3:27])=[O:24])=[C:14]([C:16]3[CH:21]=[CH:20][C:19]([F:22])=[CH:18][CH:17]=3)[O:15][C:11]=2[CH:10]=1.CCN(CC)CC.C([O-])([O-])=O.[K+].[K+]. The catalyst is C(Cl)Cl.O. The product is [Br:30][C:29]1[C:9]([N:8]2[CH2:2][CH2:3][CH2:4][C:5]2=[O:6])=[CH:10][C:11]2[O:15][C:14]([C:16]3[CH:17]=[CH:18][C:19]([F:22])=[CH:20][CH:21]=3)=[C:13]([C:23]([O:25][CH2:26][CH3:27])=[O:24])[C:12]=2[CH:28]=1. The yield is 0.400. (3) The reactants are [N:1]1[N:2]([CH2:10][CH2:11][C:12]#[C:13][C:14]2[N:19]=[C:18]([NH2:20])[CH:17]=[CH:16][CH:15]=2)[N:3]=[C:4]2[CH:9]=[CH:8][CH:7]=[CH:6][C:5]=12.[CH:21](O)=[O:22]. No catalyst specified. The product is [N:1]1[N:2]([CH2:10][CH2:11][C:12]#[C:13][C:14]2[N:19]=[C:18]([NH:20][CH:21]=[O:22])[CH:17]=[CH:16][CH:15]=2)[N:3]=[C:4]2[CH:9]=[CH:8][CH:7]=[CH:6][C:5]=12. The yield is 0.320. (4) The reactants are [CH3:1][O:2][C:3]([C:5]1[CH:13]=[C:12]2[C:8]([C:9]([CH:16]=[O:17])=[CH:10][N:11]2[CH2:14][CH3:15])=[CH:7][CH:6]=1)=[O:4].CC1C=CC(S([CH2:28][N+:29]#[C-:30])(=O)=O)=CC=1.C([O-])([O-])=O.[K+].[K+]. The catalyst is CO. The product is [CH2:14]([N:11]1[C:12]2[C:8](=[CH:7][CH:6]=[C:5]([C:3]([O:2][CH3:1])=[O:4])[CH:13]=2)[C:9]([C:16]2[O:17][CH:30]=[N:29][CH:28]=2)=[CH:10]1)[CH3:15]. The yield is 0.230.